Dataset: Catalyst prediction with 721,799 reactions and 888 catalyst types from USPTO. Task: Predict which catalyst facilitates the given reaction. (1) Reactant: [CH3:1][NH:2][S:3]([CH2:6][CH2:7][C:8]1[CH:9]=[C:10]2[C:14](=[CH:15][CH:16]=1)[NH:13][CH:12]=[C:11]2[CH:17]1[CH2:22][CH2:21][N:20]([CH3:23])[CH2:19][CH2:18]1)(=[O:5])=[O:4].CC(O)C.[ClH:28]. Product: [ClH:28].[CH3:1][NH:2][S:3]([CH2:6][CH2:7][C:8]1[CH:9]=[C:10]2[C:14](=[CH:15][CH:16]=1)[NH:13][CH:12]=[C:11]2[CH:17]1[CH2:22][CH2:21][N:20]([CH3:23])[CH2:19][CH2:18]1)(=[O:4])=[O:5]. The catalyst class is: 21. (2) Reactant: Cl[C:2]1[N:7]=[CH:6][C:5]([C:8]2[N:12]([CH:13]([CH:23]3[CH2:28][CH2:27][CH2:26][CH2:25][CH2:24]3)[C:14]([NH:16][CH:17]3[CH2:22][CH2:21][CH2:20][CH2:19][CH2:18]3)=[O:15])[C:11]3[CH:29]=[CH:30][CH:31]=[CH:32][C:10]=3[N:9]=2)=[CH:4][CH:3]=1.[CH2:33]([NH:35][CH2:36][CH3:37])[CH3:34]. Product: [CH:23]1([CH:13]([N:12]2[C:11]3[CH:29]=[CH:30][CH:31]=[CH:32][C:10]=3[N:9]=[C:8]2[C:5]2[CH:6]=[N:7][C:2]([N:35]([CH2:36][CH3:37])[CH2:33][CH3:34])=[CH:3][CH:4]=2)[C:14]([NH:16][CH:17]2[CH2:22][CH2:21][CH2:20][CH2:19][CH2:18]2)=[O:15])[CH2:28][CH2:27][CH2:26][CH2:25][CH2:24]1. The catalyst class is: 3. (3) Reactant: [H-].[Na+].[OH:3][C:4]1[C:13]2[C:8](=[CH:9][CH:10]=[CH:11][CH:12]=2)[C:7]([CH:14]=[O:15])=[CH:6][CH:5]=1.I[CH2:17][CH2:18][CH2:19][CH3:20].Cl. Product: [CH2:17]([O:3][C:4]1[C:13]2[C:8](=[CH:9][CH:10]=[CH:11][CH:12]=2)[C:7]([CH:14]=[O:15])=[CH:6][CH:5]=1)[CH2:18][CH2:19][CH3:20]. The catalyst class is: 9. (4) Reactant: Cl[CH2:2][C:3]([C:8]1([Cl:11])[CH2:10][CH2:9]1)([OH:7])[CH2:4][CH:5]=[CH2:6].[Br-].[CH3:13][S+](C)(C)=O.C(O)COCCO.[OH-].[K+]. Product: [Cl:11][C:8]1([C:3]2([CH2:4][CH2:5][CH:6]=[CH2:13])[CH2:2][O:7]2)[CH2:10][CH2:9]1. The catalyst class is: 11. (5) The catalyst class is: 3. Product: [Cl:12][C:13]([N:1]1[C:5]2[CH:6]=[CH:7][CH:8]=[CH:9][C:4]=2[N:3]=[CH:2]1)=[CH:14][Cl:15]. Reactant: [N:1]1[C:5]2[CH:6]=[CH:7][CH:8]=[CH:9][C:4]=2[NH:3][CH:2]=1.[H-].[Na+].[Cl:12][CH:13]=[C:14](Cl)[Cl:15]. (6) Reactant: [Cl:1][C:2]1[CH:7]=[CH:6][C:5]([C@H:8]([NH2:10])[CH3:9])=[CH:4][CH:3]=1.[Cl:11][C:12]1[CH:17]=[CH:16][CH:15]=[CH:14][C:13]=1[CH2:18][N:19]1[C:24](=[O:25])[C:23]([C:26]([NH:28][CH2:29][C:30]([O:32]CC)=[O:31])=[O:27])=[C:22]([OH:35])[C:21]([C:36](OC)=[O:37])=[C:20]1[OH:40]. Product: [Cl:1][C:2]1[CH:7]=[CH:6][C:5]([C@H:8]([NH:10][C:36]([C:21]2[C:22]([OH:35])=[C:23]([C:26]([NH:28][CH2:29][C:30]([OH:32])=[O:31])=[O:27])[C:24](=[O:25])[N:19]([CH2:18][C:13]3[CH:14]=[CH:15][CH:16]=[CH:17][C:12]=3[Cl:11])[C:20]=2[OH:40])=[O:37])[CH3:9])=[CH:4][CH:3]=1. The catalyst class is: 22.